Dataset: Full USPTO retrosynthesis dataset with 1.9M reactions from patents (1976-2016). Task: Predict the reactants needed to synthesize the given product. (1) Given the product [C:40]1([C:29]2[N:27]=[CH:28][N:1]([CH:2]3[CH2:3][CH2:4][N:5]([C:8]([O:10][C:11]([CH3:14])([CH3:13])[CH3:12])=[O:9])[CH2:6][CH2:7]3)[CH:17]=2)[CH:41]=[CH:42][CH:43]=[CH:44][CH:45]=1, predict the reactants needed to synthesize it. The reactants are: [NH2:1][CH:2]1[CH2:7][CH2:6][N:5]([C:8]([O:10][C:11]([CH3:14])([CH3:13])[CH3:12])=[O:9])[CH2:4][CH2:3]1.O.O=[CH:17]C(O)=O.C(=O)([O-])[O-].[K+].[K+].[N+:27]([CH:29]([C:40]1[CH:45]=[CH:44][CH:43]=[CH:42][CH:41]=1)S(C1C=CC(C)=CC=1)(=O)=O)#[C-:28]. (2) Given the product [C:30]([N:23]1[C:24]2[N:25]=[CH:26][N:27]=[CH:28][C:29]=2[C:21]([C:19]([C:15]2[CH:14]=[C:13]([NH:12][C:9](=[O:11])[CH2:8][C:5]3[CH:4]=[CH:3][C:2]([F:1])=[CH:7][N:6]=3)[CH:18]=[N:17][CH:16]=2)=[O:20])=[CH:22]1)([CH3:33])([CH3:31])[CH3:32], predict the reactants needed to synthesize it. The reactants are: [F:1][C:2]1[CH:3]=[CH:4][C:5]([CH2:8][C:9]([OH:11])=O)=[N:6][CH:7]=1.[NH2:12][C:13]1[CH:14]=[C:15]([C:19]([C:21]2[C:29]3[CH:28]=[N:27][CH:26]=[N:25][C:24]=3[N:23]([C:30]([CH3:33])([CH3:32])[CH3:31])[CH:22]=2)=[O:20])[CH:16]=[N:17][CH:18]=1.CCCP(O)(O)=O.C(N(CC)CC)C. (3) Given the product [CH2:30]([O:37][C:2]1[C:15]2[CH2:14][CH2:13][N:12]3[C:8](=[N:9][C:10]([C:16]4[CH:21]=[CH:20][CH:19]=[CH:18][CH:17]=4)=[CH:11]3)[CH:7]([O:22][CH:23]3[CH2:28][CH2:27][N:26]([CH3:29])[CH2:25][CH2:24]3)[C:6]=2[CH:5]=[CH:4][CH:3]=1)[C:31]1[CH:36]=[CH:35][CH:34]=[CH:33][CH:32]=1, predict the reactants needed to synthesize it. The reactants are: Br[C:2]1[C:15]2[CH2:14][CH2:13][N:12]3[C:8](=[N:9][C:10]([C:16]4[CH:21]=[CH:20][CH:19]=[CH:18][CH:17]=4)=[CH:11]3)[CH:7]([O:22][CH:23]3[CH2:28][CH2:27][N:26]([CH3:29])[CH2:25][CH2:24]3)[C:6]=2[CH:5]=[CH:4][CH:3]=1.[CH2:30]([OH:37])[C:31]1[CH:36]=[CH:35][CH:34]=[CH:33][CH:32]=1.CC1C=NC2C(C=1C)=CC=C1C=2N=CC(C)=C1C.C(=O)([O-])[O-].[Cs+].[Cs+]. (4) The reactants are: [F:1][C:2]1[CH:7]=[CH:6][C:5]([C:8]2[S:12][C:11]([CH2:13][OH:14])=[N:10][C:9]=2[C:15]([OH:17])=O)=[CH:4][CH:3]=1.CCN=C=NCCCN(C)C.Cl.ON1C2C=CC=CC=2N=N1.[F:40][C:41]1[C:56]([F:57])=[CH:55][C:44]2[NH:45][C:46]([CH2:48][CH:49]3[CH2:54][CH2:53][CH2:52][CH2:51][NH:50]3)=[N:47][C:43]=2[CH:42]=1. Given the product [F:40][C:41]1[C:56]([F:57])=[CH:55][C:44]2[NH:45][C:46]([CH2:48][CH:49]3[CH2:54][CH2:53][CH2:52][CH2:51][N:50]3[C:15]([C:9]3[N:10]=[C:11]([CH2:13][OH:14])[S:12][C:8]=3[C:5]3[CH:4]=[CH:3][C:2]([F:1])=[CH:7][CH:6]=3)=[O:17])=[N:47][C:43]=2[CH:42]=1, predict the reactants needed to synthesize it. (5) Given the product [C:26]([O:25][C:24]([NH:23][CH2:22][CH2:21][CH2:20][C:12]1([C:14]2[CH:19]=[CH:18][CH:17]=[CH:16][CH:15]=2)[N:11]([C:36](=[S:37])[NH:31][NH2:43])[N:10]=[C:9]([C:3]2[CH:4]=[C:5]([F:8])[CH:6]=[CH:7][C:2]=2[F:1])[S:13]1)=[O:30])([CH3:27])([CH3:29])[CH3:28], predict the reactants needed to synthesize it. The reactants are: [F:1][C:2]1[CH:7]=[CH:6][C:5]([F:8])=[CH:4][C:3]=1[C:9]1[S:13][C:12]([CH2:20][CH2:21][CH2:22][NH:23][C:24](=[O:30])[O:25][C:26]([CH3:29])([CH3:28])[CH3:27])([C:14]2[CH:19]=[CH:18][CH:17]=[CH:16][CH:15]=2)[NH:11][N:10]=1.[N:31]1([C:36](N2C=CN=C2)=[S:37])C=CN=C1.[NH2:43]N.